Predict the product of the given reaction. From a dataset of Forward reaction prediction with 1.9M reactions from USPTO patents (1976-2016). The product is: [F:1][C:2]1[CH:3]=[CH:4][C:5]([CH2:6][NH:7][C:8]([C:10]2[S:18][C:17]3[N:12]([C:13](=[O:29])[N:14]([CH2:22][C:23]4[CH:24]=[CH:25][CH:26]=[CH:27][CH:28]=4)[C:15](=[O:21])[C:16]=3[CH2:19][OH:20])[CH:11]=2)=[O:9])=[CH:30][CH:31]=1. Given the reactants [F:1][C:2]1[CH:31]=[CH:30][C:5]([CH2:6][NH:7][C:8]([C:10]2[S:18][C:17]3[N:12]([C:13](=[O:29])[N:14]([CH2:22][C:23]4[CH:28]=[CH:27][CH:26]=[CH:25][CH:24]=4)[C:15](=[O:21])[C:16]=3[CH:19]=[O:20])[CH:11]=2)=[O:9])=[CH:4][CH:3]=1.O.[BH4-].[Na+], predict the reaction product.